This data is from Reaction yield outcomes from USPTO patents with 853,638 reactions. The task is: Predict the reaction yield, written as a fraction of the theoretical maximum amount of product (1.0 means a 100% yield; for example, 0.34 means a 34% yield). (1) The reactants are [Cl:1][C:2]1[N:7]=[CH:6][N:5]=[C:4]([C:8]2[N:9](C([O-])=O)[C:10]3[C:15]([CH:16]=2)=[CH:14][CH:13]=[CH:12][CH:11]=3)[CH:3]=1. The catalyst is CO.Cl. The product is [Cl:1][C:2]1[N:7]=[CH:6][N:5]=[C:4]([C:8]2[NH:9][C:10]3[C:15]([CH:16]=2)=[CH:14][CH:13]=[CH:12][CH:11]=3)[CH:3]=1. The yield is 0.900. (2) The reactants are O=[C:2]([CH2:9][O:10][C:11]1[CH:16]=[CH:15][CH:14]=[CH:13][CH:12]=1)[CH2:3][C:4]([O:6]CC)=O.[NH:17]([C:19]1[CH:24]=[CH:23][CH:22]=[CH:21][N:20]=1)[NH2:18]. The catalyst is C(O)C. The product is [O:10]([CH2:9][C:2]1[CH:3]=[C:4]([OH:6])[N:17]([C:19]2[CH:24]=[CH:23][CH:22]=[CH:21][N:20]=2)[N:18]=1)[C:11]1[CH:12]=[CH:13][CH:14]=[CH:15][CH:16]=1. The yield is 0.601.